From a dataset of Peptide-MHC class I binding affinity with 185,985 pairs from IEDB/IMGT. Regression. Given a peptide amino acid sequence and an MHC pseudo amino acid sequence, predict their binding affinity value. This is MHC class I binding data. (1) The peptide sequence is NFFTELENK. The MHC is HLA-A11:01 with pseudo-sequence HLA-A11:01. The binding affinity (normalized) is 0.313. (2) The binding affinity (normalized) is 0.115. The MHC is HLA-A03:01 with pseudo-sequence HLA-A03:01. The peptide sequence is KFYGPFVDR.